This data is from Full USPTO retrosynthesis dataset with 1.9M reactions from patents (1976-2016). The task is: Predict the reactants needed to synthesize the given product. (1) Given the product [C:1]([O:4][CH2:5][CH:6]([OH:30])[C@@H:7]([N:15]([CH2:23][C:24]1[CH:29]=[CH:28][CH:27]=[CH:26][CH:25]=1)[CH2:16][C:17]1[CH:18]=[CH:19][CH:20]=[CH:21][CH:22]=1)[CH2:8][C:9]1[CH:14]=[CH:13][CH:12]=[CH:11][CH:10]=1)(=[O:3])[CH3:2], predict the reactants needed to synthesize it. The reactants are: [C:1]([O:4][CH:5](SC)[C:6](=[O:30])[C@@H:7]([N:15]([CH2:23][C:24]1[CH:29]=[CH:28][CH:27]=[CH:26][CH:25]=1)[CH2:16][C:17]1[CH:22]=[CH:21][CH:20]=[CH:19][CH:18]=1)[CH2:8][C:9]1[CH:14]=[CH:13][CH:12]=[CH:11][CH:10]=1)(=[O:3])[CH3:2].CCO.[BH4-].[Na+].Cl. (2) Given the product [Cl:12][CH2:13][C:14]1[N:11]=[C:6]2[N:7]([CH:15]=1)[CH:8]=[CH:9][C:10]1[N:1]=[CH:2][CH:3]=[CH:4][C:5]2=1, predict the reactants needed to synthesize it. The reactants are: [N:1]1[C:10]2[CH:9]=[CH:8][N:7]=[C:6]([NH2:11])[C:5]=2[CH:4]=[CH:3][CH:2]=1.[Cl:12][CH2:13][C:14](=O)[CH2:15]Cl. (3) Given the product [Cl:1][C:2]1[N:10]=[C:9]([CH3:11])[N:8]=[C:7]2[C:3]=1[N:4]([CH2:27][C:28]([O:30][CH2:31][CH3:32])=[O:29])[C:5](=[O:23])[N:6]2[C:12]1[CH:17]=[CH:16][C:15]([CH:18]([CH3:20])[CH3:19])=[CH:14][C:13]=1[S:21][CH3:22], predict the reactants needed to synthesize it. The reactants are: [Cl:1][C:2]1[N:10]=[C:9]([CH3:11])[N:8]=[C:7]2[C:3]=1[NH:4][C:5](=[O:23])[N:6]2[C:12]1[CH:17]=[CH:16][C:15]([CH:18]([CH3:20])[CH3:19])=[CH:14][C:13]=1[S:21][CH3:22].[H-].[Na+].Br[CH2:27][C:28]([O:30][CH2:31][CH3:32])=[O:29].O. (4) The reactants are: [Cl:1][C:2]1[CH:7]=[CH:6][C:5]([N+:8]([O-])=O)=[CH:4][C:3]=1[C:11]1[CH:16]=[CH:15][CH:14]=[CH:13][N:12]=1.Cl[Sn]Cl.Cl. Given the product [Cl:1][C:2]1[CH:7]=[CH:6][C:5]([NH2:8])=[CH:4][C:3]=1[C:11]1[CH:16]=[CH:15][CH:14]=[CH:13][N:12]=1, predict the reactants needed to synthesize it. (5) Given the product [NH2:37][C:2]1[CH:7]=[CH:6][C:5]([C:8]2[C:9]3[CH:23]=[CH:22][C:21]4[C:16](=[CH:17][CH:18]=[CH:19][CH:20]=4)[C:10]=3[NH:11][C:12](=[O:15])[CH2:13][N:14]=2)=[CH:4][CH:3]=1, predict the reactants needed to synthesize it. The reactants are: Br[C:2]1[CH:7]=[CH:6][C:5]([C:8]2[C:9]3[CH:23]=[CH:22][C:21]4[C:16](=[CH:17][CH:18]=[CH:19][CH:20]=4)[C:10]=3[NH:11][C:12](=[O:15])[CH2:13][N:14]=2)=[CH:4][CH:3]=1.C(=[NH:37])(C1C=CC=CC=1)C1C=CC=CC=1.CC(C)([O-])C.[Na+].C1(P(C2C=CC=CC=2)C2C3OC4C(=CC=CC=4P(C4C=CC=CC=4)C4C=CC=CC=4)C(C)(C)C=3C=CC=2)C=CC=CC=1.